From a dataset of Catalyst prediction with 721,799 reactions and 888 catalyst types from USPTO. Predict which catalyst facilitates the given reaction. (1) Reactant: NC1C(Cl)=CC(C(N[C@H]2CCNC[C@H]2OC)=[O:7])=C(OC)C=1.[OH:22][CH:23]([CH:27]([OH:31])[C:28]([OH:30])=[O:29])[C:24]([OH:26])=[O:25]. Product: [OH2:7].[OH:22][CH:23]([CH:27]([OH:31])[C:28]([OH:30])=[O:29])[C:24]([OH:26])=[O:25]. The catalyst class is: 72. (2) Reactant: [C:1]1([C:14]2[CH:19]=[CH:18][CH:17]=[CH:16][CH:15]=2)[CH:6]=[CH:5][C:4]([CH2:7][C@H:8]2[NH:12][C:11](=[O:13])[CH2:10][CH2:9]2)=[CH:3][CH:2]=1.C(N(CC)CC)C.[CH2:27]([Si:29]([CH2:33][CH3:34])([CH2:31][CH3:32])Cl)[CH3:28]. Product: [C:1]1([C:14]2[CH:15]=[CH:16][CH:17]=[CH:18][CH:19]=2)[CH:2]=[CH:3][C:4]([CH2:7][C@H:8]2[N:12]([Si:29]([CH2:33][CH3:34])([CH2:31][CH3:32])[CH2:27][CH3:28])[C:11](=[O:13])[CH2:10][CH2:9]2)=[CH:5][CH:6]=1. The catalyst class is: 1. (3) Reactant: [CH3:1][N:2]1[CH2:15][CH2:14][C:5]2[NH:6][C:7]3[CH:8]=[CH:9][C:10]([CH3:13])=[CH:11][C:12]=3[C:4]=2[CH2:3]1.[OH-].[K+].Br[CH2:19][C:20]([C:22]1[CH:27]=[CH:26][C:25]([F:28])=[CH:24][CH:23]=1)=[O:21]. Product: [CH3:1][N:2]1[CH2:15][CH2:14][C:5]2[N:6]([CH2:19][C:20]([C:22]3[CH:27]=[CH:26][C:25]([F:28])=[CH:24][CH:23]=3)=[O:21])[C:7]3[CH:8]=[CH:9][C:10]([CH3:13])=[CH:11][C:12]=3[C:4]=2[CH2:3]1. The catalyst class is: 179. (4) The catalyst class is: 27. Product: [CH3:17][O:15][C:14](=[O:16])[CH2:13][C:9]1[CH:10]=[CH:11][CH:12]=[C:7]([Br:6])[CH:8]=1. Reactant: S(=O)(=O)(O)O.[Br:6][C:7]1[CH:8]=[C:9]([CH2:13][C:14]([OH:16])=[O:15])[CH:10]=[CH:11][CH:12]=1.[CH3:17]O. (5) Reactant: [CH3:1][N:2]1[CH2:7][CH2:6][CH2:5][NH:4][C:3]1=[O:8].CC(C)([O-])C.[K+].F[C:16]1[CH:21]=[CH:20][C:19]([N+:22]([O-:24])=[O:23])=[CH:18][C:17]=1[O:25][CH3:26].[Cl-].[Na+]. Product: [CH3:26][O:25][C:17]1[CH:18]=[C:19]([N+:22]([O-:24])=[O:23])[CH:20]=[CH:21][C:16]=1[N:4]1[CH2:5][CH2:6][CH2:7][N:2]([CH3:1])[C:3]1=[O:8]. The catalyst class is: 18. (6) The catalyst class is: 60. Product: [CH:16]([OH:18])=[O:17].[OH:26][CH2:25][CH2:24][O:23][CH2:22][CH2:21][NH:20][C:7]1[CH:8]=[C:9]2[C:10]3=[C:5]([CH2:4][CH2:3][CH:2]([CH3:1])[N:11]3[CH:12]=[C:13]([C:16]([OH:18])=[O:17])[C:14]2=[O:15])[CH:6]=1. Reactant: [CH3:1][CH:2]1[N:11]2[CH:12]=[C:13]([C:16]([OH:18])=[O:17])[C:14](=[O:15])[C:9]3[C:10]2=[C:5]([CH:6]=[C:7](F)[CH:8]=3)[CH2:4][CH2:3]1.[NH2:20][CH2:21][CH2:22][O:23][CH2:24][CH2:25][OH:26]. (7) Reactant: [O:1]=[C:2]1[C:11]2[C:6](=[CH:7][CH:8]=[CH:9][CH:10]=2)[CH2:5][C@@H:4]([C:12]([O:14][CH3:15])=[O:13])[CH2:3]1.[CH2:16](O)[CH2:17][OH:18].C1(C)C=CC(S(O)(=O)=O)=CC=1. Product: [C:2]12([O:18][CH2:17][CH2:16][O:1]1)[C:11]1[C:6](=[CH:7][CH:8]=[CH:9][CH:10]=1)[CH2:5][C@@H:4]([C:12]([O:14][CH3:15])=[O:13])[CH2:3]2. The catalyst class is: 48. (8) Reactant: Br[C:2]1[CH:7]=[CH:6][CH:5]=[CH:4][C:3]=1[Br:8].[CH3:9][O:10][C:11]1[CH:12]=[C:13](B(O)O)[CH:14]=[CH:15][CH:16]=1.C(=O)([O-])[O-].[Na+].[Na+]. Product: [Br:8][C:3]1[CH:4]=[CH:5][CH:6]=[CH:7][C:2]=1[C:15]1[CH:14]=[CH:13][CH:12]=[C:11]([O:10][CH3:9])[CH:16]=1. The catalyst class is: 335. (9) Reactant: Br[CH2:2][C:3]1([F:18])[CH2:7][CH2:6][N:5]([C:8]([O:10][CH2:11][C:12]2[CH:17]=[CH:16][CH:15]=[CH:14][CH:13]=2)=[O:9])[CH2:4]1.[I-].[Na+].[C:21]([O-:24])(=[O:23])[CH3:22].[K+]. The catalyst class is: 35. Product: [C:21]([O:24][CH2:2][C:3]1([F:18])[CH2:7][CH2:6][N:5]([C:8]([O:10][CH2:11][C:12]2[CH:17]=[CH:16][CH:15]=[CH:14][CH:13]=2)=[O:9])[CH2:4]1)(=[O:23])[CH3:22].